From a dataset of Forward reaction prediction with 1.9M reactions from USPTO patents (1976-2016). Predict the product of the given reaction. (1) Given the reactants C([N:4]1[C:12]2[C:7](=[CH:8][CH:9]=[CH:10][CH:11]=2)[C:6](=[O:13])[C:5]1=[CH:14][C:15]([C:24]#[N:25])=[C:16]1[N:20]([CH3:21])[CH2:19][CH:18]([CH2:22][OH:23])[O:17]1)(=O)C, predict the reaction product. The product is: [C:24]([C:15](=[C:16]1[N:20]([CH3:21])[CH2:19][CH:18]([CH2:22][OH:23])[O:17]1)[CH:14]=[C:5]1[C:6](=[O:13])[C:7]2[C:12](=[CH:11][CH:10]=[CH:9][CH:8]=2)[NH:4]1)#[N:25]. (2) Given the reactants Br[C:2]1[CH:7]=[CH:6][C:5]([C:8]2[CH:13]=[CH:12][C:11]([F:14])=[CH:10][CH:9]=2)=[CH:4][CH:3]=1.[NH2:15][C:16]1[N:17]([CH3:21])[N:18]=[CH:19][CH:20]=1.CC(C)([O-])C.[Na+].C1C=CC(P(C2C(C3C(P(C4C=CC=CC=4)C4C=CC=CC=4)=CC=C4C=3C=CC=C4)=C3C(C=CC=C3)=CC=2)C2C=CC=CC=2)=CC=1, predict the reaction product. The product is: [F:14][C:11]1[CH:12]=[CH:13][C:8]([C:5]2[CH:6]=[CH:7][C:2]([NH:15][C:16]3[N:17]([CH3:21])[N:18]=[CH:19][CH:20]=3)=[CH:3][CH:4]=2)=[CH:9][CH:10]=1. (3) Given the reactants [CH3:1][C:2]1([CH2:6][OH:7])[CH2:5][O:4][CH2:3]1.[H-].[Na+].Cl[C:11]1[N:16]=[N:15][C:14]([NH2:17])=[CH:13][CH:12]=1.Cl, predict the reaction product. The product is: [CH3:1][C:2]1([CH2:6][O:7][C:11]2[N:16]=[N:15][C:14]([NH2:17])=[CH:13][CH:12]=2)[CH2:5][O:4][CH2:3]1. (4) Given the reactants [CH2:1]([Mg]Cl)[CH2:2][CH3:3].[CH3:6]COCC.[C:11]([C:13](=[CH:17][CH:18]([CH3:20])[CH3:19])[C:14]([OH:16])=[O:15])#[N:12].C(=O)=O, predict the reaction product. The product is: [CH3:6][O:15][C:14](=[O:16])[CH:13]([C:11]#[N:12])[CH:17]([CH:18]([CH3:20])[CH3:19])[CH2:1][CH2:2][CH3:3].